From a dataset of Catalyst prediction with 721,799 reactions and 888 catalyst types from USPTO. Predict which catalyst facilitates the given reaction. (1) Reactant: CN(C(ON1N=NC2C=CC=NC1=2)=[N+](C)C)C.F[P-](F)(F)(F)(F)F.[CH3:25][O:26][C@:27]1([C:36]2[CH:45]=[CH:44][C:43]3[C:38](=[CH:39][C:40]([CH:48]=[CH2:49])=[C:41]([O:46][CH3:47])[CH:42]=3)[CH:37]=2)[CH2:31][NH:30][C@H:29]([C:32]([O:34][CH3:35])=[O:33])[CH2:28]1.[CH3:50][C:51]([CH3:69])([CH2:65][CH2:66][CH:67]=[CH2:68])[CH2:52][O:53][C:54]([NH:56][C@@H:57]([C:61]([CH3:64])([CH3:63])[CH3:62])[C:58](O)=[O:59])=[O:55]. Product: [CH3:50][C:51]([CH3:69])([CH2:65][CH2:66][CH:67]=[CH2:68])[CH2:52][O:53][C:54]([NH:56][C@@H:57]([C:61]([CH3:62])([CH3:63])[CH3:64])[C:58]([N:30]1[CH2:31][C@:27]([O:26][CH3:25])([C:36]2[CH:45]=[CH:44][C:43]3[C:38](=[CH:39][C:40]([CH:48]=[CH2:49])=[C:41]([O:46][CH3:47])[CH:42]=3)[CH:37]=2)[CH2:28][C@H:29]1[C:32]([O:34][CH3:35])=[O:33])=[O:59])=[O:55]. The catalyst class is: 2. (2) Reactant: [CH:1]([C:3]1([C:8]([O:10][CH3:11])=[O:9])[CH2:7][CH2:6][CH2:5][CH2:4]1)=[O:2].[BH4-].[Na+].C(OCC)(=O)C. Product: [OH:2][CH2:1][C:3]1([C:8]([O:10][CH3:11])=[O:9])[CH2:7][CH2:6][CH2:5][CH2:4]1. The catalyst class is: 8. (3) Reactant: [N:1]1([C:6]2[N:11]=[CH:10][C:9]([C:12](=[O:14])[CH3:13])=[CH:8][CH:7]=2)[CH:5]=[N:4][CH:3]=[N:2]1.[Cl:15][C:16]1[CH:17]=[C:18]([C:23](=[O:28])[C:24]([F:27])([F:26])[F:25])[CH:19]=[C:20]([Cl:22])[CH:21]=1.C(N(CCCC)CCCC)CCC. Product: [N:1]1([C:6]2[N:11]=[CH:10][C:9]([C:12](=[O:14])[CH2:13][C:23]([C:18]3[CH:19]=[C:20]([Cl:22])[CH:21]=[C:16]([Cl:15])[CH:17]=3)([OH:28])[C:24]([F:27])([F:26])[F:25])=[CH:8][CH:7]=2)[CH:5]=[N:4][CH:3]=[N:2]1. The catalyst class is: 11.